This data is from Reaction yield outcomes from USPTO patents with 853,638 reactions. The task is: Predict the reaction yield, written as a fraction of the theoretical maximum amount of product (1.0 means a 100% yield; for example, 0.34 means a 34% yield). (1) The reactants are [Br:1][C:2]1[C:7](=[O:8])[N:6]([CH2:9][C:10]([NH:12][CH2:13][C:14]2[CH:19]=[CH:18][N:17]=[CH:16][CH:15]=2)=[O:11])[N:5]=[CH:4][C:3]=1[NH:20][C@@H:21]1[CH2:26][C@@H:25]2[CH2:27][C@@H:23]([C:24]2([CH3:29])[CH3:28])[C@H:22]1[CH3:30].ClC1C=CC=C(C(OO)=[O:39])C=1. The catalyst is O1CCCC1. The product is [Br:1][C:2]1[C:7](=[O:8])[N:6]([CH2:9][C:10]([NH:12][CH2:13][C:14]2[CH:15]=[CH:16][N+:17]([O-:39])=[CH:18][CH:19]=2)=[O:11])[N:5]=[CH:4][C:3]=1[NH:20][C@@H:21]1[CH2:26][C@@H:25]2[CH2:27][C@@H:23]([C:24]2([CH3:29])[CH3:28])[C@H:22]1[CH3:30]. The yield is 0.950. (2) The reactants are [Cl:1][C:2]1[S:3][C:4]2[CH:10]=[CH:9][CH:8]=[CH:7][C:5]=2[N:6]=1.[N+:11]([O-])([OH:13])=[O:12]. The catalyst is OS(O)(=O)=O. The product is [N+:11]([C:9]1[CH:8]=[CH:7][C:5]2[N:6]=[C:2]([Cl:1])[S:3][C:4]=2[CH:10]=1)([O-:13])=[O:12]. The yield is 0.720.